From a dataset of Reaction yield outcomes from USPTO patents with 853,638 reactions. Predict the reaction yield, written as a fraction of the theoretical maximum amount of product (1.0 means a 100% yield; for example, 0.34 means a 34% yield). The reactants are [OH:1][C:2]1[CH:3]=[C:4]([CH:10]=[CH:11][C:12]=1[OH:13])[C:5]([O:7][CH2:8][CH3:9])=[O:6].[N+:14]([O-])([O:16]C(C)C)=[O:15].S(=O)(=O)(O)O. The catalyst is S([O-])(O)(=O)=O.C([N+](CCCC)(CCCC)CCCC)CCC.C(Cl)Cl. The product is [OH:1][C:2]1[C:3]([N+:14]([O-:16])=[O:15])=[C:4]([CH:10]=[CH:11][C:12]=1[OH:13])[C:5]([O:7][CH2:8][CH3:9])=[O:6]. The yield is 0.400.